This data is from Forward reaction prediction with 1.9M reactions from USPTO patents (1976-2016). The task is: Predict the product of the given reaction. (1) Given the reactants [CH2:1]([O:8][C:9]1[C:14]([O:15][CH3:16])=[C:13]([O:17][CH3:18])[C:12]([O:19][CH2:20][C:21]2[CH:26]=[CH:25][CH:24]=[CH:23][CH:22]=2)=[CH:11][C:10]=1[CH3:27])[C:2]1[CH:7]=[CH:6][CH:5]=[CH:4][CH:3]=1.C([O-])(=O)C.[Na+].[Br:33]Br, predict the reaction product. The product is: [Br:33][C:11]1[C:12]([O:19][CH2:20][C:21]2[CH:26]=[CH:25][CH:24]=[CH:23][CH:22]=2)=[C:13]([O:17][CH3:18])[C:14]([O:15][CH3:16])=[C:9]([O:8][CH2:1][C:2]2[CH:3]=[CH:4][CH:5]=[CH:6][CH:7]=2)[C:10]=1[CH3:27]. (2) Given the reactants [CH:1]1([C:4]2[N:8]=[C:7]([CH:9]3[CH2:14][CH:13]([C:15]4[CH:20]=[CH:19][C:18]([C:21]([F:24])([F:23])[F:22])=[CH:17][CH:16]=4)[CH2:12][NH:11][CH2:10]3)[O:6][N:5]=2)[CH2:3][CH2:2]1.[CH3:25][N:26]([CH3:33])[C:27]1([C:30](O)=[O:31])[CH2:29][CH2:28]1, predict the reaction product. The product is: [CH:1]1([C:4]2[N:8]=[C:7]([CH:9]3[CH2:14][CH:13]([C:15]4[CH:16]=[CH:17][C:18]([C:21]([F:23])([F:22])[F:24])=[CH:19][CH:20]=4)[CH2:12][N:11]([C:30]([C:27]4([N:26]([CH3:33])[CH3:25])[CH2:29][CH2:28]4)=[O:31])[CH2:10]3)[O:6][N:5]=2)[CH2:2][CH2:3]1. (3) Given the reactants [N:1]1[CH:6]=[CH:5][C:4]([N:7]2[CH2:12][CH2:11][CH:10]([CH2:13][O:14][C:15]([NH:17][C:18]3[C:19]([NH2:24])=[CH:20][CH:21]=[CH:22][CH:23]=3)=[O:16])[CH2:9][CH2:8]2)=[CH:3][CH:2]=1.[Cl:25][C:26]1[C:34]2[C:29](=[CH:30][C:31]([C:35](O)=[O:36])=[CH:32][CH:33]=2)[NH:28][CH:27]=1, predict the reaction product. The product is: [Cl:25][C:26]1[C:34]2[C:29](=[CH:30][C:31]([C:35]([NH:24][C:19]3[C:18]([NH:17][C:15]([O:14][CH2:13][CH:10]4[CH2:9][CH2:8][N:7]([C:4]5[CH:5]=[CH:6][N:1]=[CH:2][CH:3]=5)[CH2:12][CH2:11]4)=[O:16])=[CH:23][CH:22]=[CH:21][CH:20]=3)=[O:36])=[CH:32][CH:33]=2)[NH:28][CH:27]=1. (4) Given the reactants ClC1C=CC([C@H]([C@H](CC)C=C)C(O)=O)=CC=1.[CH2:17]([OH:22])/[CH:18]=[CH:19]/[CH2:20][CH3:21].[CH3:23][O:24][C:25]1[CH:30]=[CH:29][C:28]([CH2:31][C:32](O)=[O:33])=[CH:27][CH:26]=1, predict the reaction product. The product is: [CH2:17]([O:22][C:32](=[O:33])[CH2:31][C:28]1[CH:29]=[CH:30][C:25]([O:24][CH3:23])=[CH:26][CH:27]=1)[CH:18]=[CH:19][CH2:20][CH3:21]. (5) Given the reactants Cl.[CH3:2][NH:3][CH3:4].O.ON1C2C=CC=CC=2N=N1.Cl.CN(C)CCCN=C=NCC.[C:28]([C@@H:31]1[CH2:36][CH2:35][C@@H:34]([NH:37][C:38]([C:40]2[NH:41][C:42]3[C:47]([CH:48]=2)=[CH:46][C:45]([Cl:49])=[CH:44][CH:43]=3)=[O:39])[C@@H:33]([NH:50][C:51]([C:53]2[S:54][C:55]3[CH2:56][N:57]([CH3:62])[CH2:58][CH2:59][C:60]=3[N:61]=2)=[O:52])[CH2:32]1)(O)=[O:29], predict the reaction product. The product is: [ClH:49].[Cl:49][C:45]1[CH:46]=[C:47]2[C:42](=[CH:43][CH:44]=1)[NH:41][C:40]([C:38]([NH:37][C@@H:34]1[CH2:35][CH2:36][C@@H:31]([C:28](=[O:29])[N:3]([CH3:4])[CH3:2])[CH2:32][C@@H:33]1[NH:50][C:51]([C:53]1[S:54][C:55]3[CH2:56][N:57]([CH3:62])[CH2:58][CH2:59][C:60]=3[N:61]=1)=[O:52])=[O:39])=[CH:48]2. (6) Given the reactants [Br:1][C:2]1[CH:7]=[CH:6][N:5]=[C:4]2[NH:8][C:9]([CH2:11][C:12]([O:14]C(C)(C)C)=[O:13])=[CH:10][C:3]=12.[C:19]([OH:25])([C:21]([F:24])([F:23])[F:22])=[O:20], predict the reaction product. The product is: [F:22][C:21]([F:24])([F:23])[C:19]([OH:25])=[O:20].[Br:1][C:2]1[CH:7]=[CH:6][N:5]=[C:4]2[NH:8][C:9]([CH2:11][C:12]([OH:14])=[O:13])=[CH:10][C:3]=12. (7) Given the reactants [CH3:1][O:2][C:3](=[O:28])[CH2:4][C:5]1[CH:14]=[C:13]([CH:15]([OH:26])[C:16]2[CH:21]=[CH:20][C:19]([S:22]([CH3:25])(=[O:24])=[O:23])=[CH:18][CH:17]=2)[C:12]2[C:7](=[CH:8][CH:9]=[C:10]([F:27])[CH:11]=2)[CH:6]=1.[CH3:29]O, predict the reaction product. The product is: [CH3:1][O:2][C:3](=[O:28])[CH2:4][C:5]1[CH:14]=[C:13]([CH:15]([C:16]2[CH:17]=[CH:18][C:19]([S:22]([CH3:25])(=[O:24])=[O:23])=[CH:20][CH:21]=2)[O:26][CH3:29])[C:12]2[C:7](=[CH:8][CH:9]=[C:10]([F:27])[CH:11]=2)[CH:6]=1. (8) Given the reactants [NH2:1][C:2]1[N:3]([C:16]2[CH:17]=[C:18]([CH:23]=[CH:24][CH:25]=2)[C:19]([O:21]C)=[O:20])[N:4]=[C:5]2[C:14]3[CH:13]=[CH:12][CH:11]=[CH:10][C:9]=3[NH:8][C:7](=[O:15])[C:6]=12.[OH-].[Na+].CO.Cl, predict the reaction product. The product is: [NH2:1][C:2]1[N:3]([C:16]2[CH:17]=[C:18]([CH:23]=[CH:24][CH:25]=2)[C:19]([OH:21])=[O:20])[N:4]=[C:5]2[C:14]3[CH:13]=[CH:12][CH:11]=[CH:10][C:9]=3[NH:8][C:7](=[O:15])[C:6]=12. (9) Given the reactants [CH2:1]([SH:21])[CH2:2][CH2:3][CH2:4]/[CH:5]=[CH:6]\[CH2:7]/[CH:8]=[CH:9]\[CH2:10]/[CH:11]=[CH:12]\[CH2:13]/[CH:14]=[CH:15]\[CH2:16]/[CH:17]=[CH:18]\[CH2:19][CH3:20].[H-].[Na+].Br[CH:25]([CH2:31][CH3:32])[C:26]([O:28][CH2:29][CH3:30])=[O:27].[NH4+].[Cl-], predict the reaction product. The product is: [CH2:1]([S:21][CH:25]([CH2:31][CH3:32])[C:26]([O:28][CH2:29][CH3:30])=[O:27])[CH2:2][CH2:3][CH2:4]/[CH:5]=[CH:6]\[CH2:7]/[CH:8]=[CH:9]\[CH2:10]/[CH:11]=[CH:12]\[CH2:13]/[CH:14]=[CH:15]\[CH2:16]/[CH:17]=[CH:18]\[CH2:19][CH3:20].